From a dataset of Catalyst prediction with 721,799 reactions and 888 catalyst types from USPTO. Predict which catalyst facilitates the given reaction. (1) The catalyst class is: 3. Reactant: [Cl:1][C:2]1[C:3]([NH:12][S:13]([C:16]2[CH:25]=[CH:24][C:19]([C:20]([O:22][CH3:23])=[O:21])=[CH:18][CH:17]=2)(=[O:15])=[O:14])=[N:4][CH:5]=[C:6]([C:8]([F:11])([F:10])[F:9])[CH:7]=1.Br[CH2:27][C:28]1[CH:33]=[CH:32][C:31]([O:34][C:35]([F:38])([F:37])[F:36])=[CH:30][CH:29]=1.C([O-])([O-])=O.[Cs+].[Cs+].[Na+].[I-]. Product: [Cl:1][C:2]1[C:3]([N:12]([CH2:27][C:28]2[CH:33]=[CH:32][C:31]([O:34][C:35]([F:36])([F:37])[F:38])=[CH:30][CH:29]=2)[S:13]([C:16]2[CH:25]=[CH:24][C:19]([C:20]([O:22][CH3:23])=[O:21])=[CH:18][CH:17]=2)(=[O:15])=[O:14])=[N:4][CH:5]=[C:6]([C:8]([F:11])([F:9])[F:10])[CH:7]=1. (2) Reactant: FC(F)(F)S(O[C:7]1[C:8]([N+:14]([O-:16])=[O:15])=[N:9][C:10]([CH3:13])=[CH:11][CH:12]=1)(=O)=O.[NH:19]1[CH2:24][CH2:23][CH:22]([NH:25][C:26](=[O:32])[O:27][C:28]([CH3:31])([CH3:30])[CH3:29])[CH2:21][CH2:20]1.C(N(CC)CC)C. Product: [CH3:13][C:10]1[N:9]=[C:8]([N+:14]([O-:16])=[O:15])[C:7]([N:19]2[CH2:20][CH2:21][CH:22]([NH:25][C:26](=[O:32])[O:27][C:28]([CH3:30])([CH3:29])[CH3:31])[CH2:23][CH2:24]2)=[CH:12][CH:11]=1. The catalyst class is: 10. (3) Reactant: O[CH:2]([C:4]1[CH:5]=[C:6]2[C:11](=[CH:12][CH:13]=1)[N:10]=[CH:9][CH:8]=[N:7]2)[CH3:3].P(Br)(Br)[Br:15]. Product: [Br:15][CH:2]([C:4]1[CH:5]=[C:6]2[C:11](=[CH:12][CH:13]=1)[N:10]=[CH:9][CH:8]=[N:7]2)[CH3:3]. The catalyst class is: 28. (4) Reactant: [CH3:1][C:2]1[N:6]([CH:7]([CH3:9])[CH3:8])[C:5]([C:10]2[CH:15]=[CH:14][N:13]=[C:12]([NH:16][CH:17]3[CH2:22][CH2:21][N:20](C(OCC4C=CC=CC=4)=O)[CH2:19][CH2:18]3)[N:11]=2)=[CH:4][N:3]=1.CCOCC. Product: [CH3:1][C:2]1[N:6]([CH:7]([CH3:9])[CH3:8])[C:5]([C:10]2[CH:15]=[CH:14][N:13]=[C:12]([NH:16][CH:17]3[CH2:18][CH2:19][NH:20][CH2:21][CH2:22]3)[N:11]=2)=[CH:4][N:3]=1. The catalyst class is: 50. (5) Reactant: [CH2:1]([N:3]([CH2:14][CH2:15][N:16]1C(=O)C2=CC=CC=C2C1=O)[CH2:4][CH2:5][O:6][C:7]1[C:8]([F:13])=[N:9][CH:10]=[CH:11][CH:12]=1)[CH3:2].O.NN. Product: [NH2:16][CH2:15][CH2:14][N:3]([CH2:1][CH3:2])[CH2:4][CH2:5][O:6][C:7]1[C:8]([F:13])=[N:9][CH:10]=[CH:11][CH:12]=1. The catalyst class is: 8. (6) Reactant: [C:1]1(B(O)O)[C:10]2[C:5](=[CH:6][CH:7]=[CH:8][CH:9]=2)[CH:4]=[CH:3][CH:2]=1.Br[C:15]1[CH:20]=[CH:19][C:18]([C:21]([N:23]2[C:29]3[CH:30]=[CH:31][CH:32]=[CH:33][C:28]=3[CH2:27][N:26]3[CH:34]=[CH:35][CH:36]=[C:25]3[CH2:24]2)=[O:22])=[C:17]([Cl:37])[CH:16]=1.C(=O)([O-])[O-].[Na+].[Na+]. Product: [Cl:37][C:17]1[CH:16]=[C:15]([C:1]2[C:10]3[C:5](=[CH:6][CH:7]=[CH:8][CH:9]=3)[CH:4]=[CH:3][CH:2]=2)[CH:20]=[CH:19][C:18]=1[C:21]([N:23]1[C:29]2[CH:30]=[CH:31][CH:32]=[CH:33][C:28]=2[CH2:27][N:26]2[CH:34]=[CH:35][CH:36]=[C:25]2[CH2:24]1)=[O:22]. The catalyst class is: 460.